From a dataset of Forward reaction prediction with 1.9M reactions from USPTO patents (1976-2016). Predict the product of the given reaction. (1) Given the reactants [NH2:1][C:2]1[CH:10]=[CH:9][C:5]([C:6]([OH:8])=[O:7])=[CH:4][CH:3]=1.S(Cl)(Cl)=O.N#N.[CH3:17]O, predict the reaction product. The product is: [NH2:1][C:2]1[CH:10]=[CH:9][C:5]([C:6]([O:8][CH3:17])=[O:7])=[CH:4][CH:3]=1. (2) Given the reactants [C:1]([C:4]1[CH:20]=[CH:19][C:7]([O:8][C:9]2[CH:10]=[CH:11][C:12]3[B:16]([OH:17])[O:15][CH2:14][C:13]=3[CH:18]=2)=[CH:6][C:5]=1[C:21]([O:23]C)=O)(=[O:3])[NH2:2].[OH-].[Na+].Cl, predict the reaction product. The product is: [OH:17][B:16]1[C:12]2[CH:11]=[CH:10][C:9]([O:8][C:7]3[CH:6]=[C:5]4[C:4](=[CH:20][CH:19]=3)[C:1](=[O:3])[NH:2][C:21]4=[O:23])=[CH:18][C:13]=2[CH2:14][O:15]1.